From a dataset of Full USPTO retrosynthesis dataset with 1.9M reactions from patents (1976-2016). Predict the reactants needed to synthesize the given product. (1) The reactants are: [F:1][C:2]1[CH:3]=[CH:4][C:5]([CH3:14])=[C:6]([S:8]([N:11]([CH3:13])[CH3:12])(=[O:10])=[O:9])[CH:7]=1.[Br:15]N1C(=O)CCC1=O.N(C(C)(C)C#N)=NC(C)(C)C#N. Given the product [Br:15][CH2:14][C:5]1[CH:4]=[CH:3][C:2]([F:1])=[CH:7][C:6]=1[S:8]([N:11]([CH3:13])[CH3:12])(=[O:10])=[O:9], predict the reactants needed to synthesize it. (2) Given the product [CH3:1][O:2][C:3]1[CH:20]=[CH:19][C:6]([CH2:7][C:8]2[C:17]3[C:12](=[CH:13][CH:14]=[CH:15][CH:16]=3)[C:11]([Cl:23])=[N:10][N:9]=2)=[CH:5][CH:4]=1, predict the reactants needed to synthesize it. The reactants are: [CH3:1][O:2][C:3]1[CH:20]=[CH:19][C:6]([CH2:7][C:8]2[C:17]3[C:12](=[CH:13][CH:14]=[CH:15][CH:16]=3)[C:11](=O)[NH:10][N:9]=2)=[CH:5][CH:4]=1.P(Cl)(Cl)([Cl:23])=O. (3) The reactants are: [CH3:1][O:2][CH2:3][CH2:4][CH2:5][CH2:6][C:7]1[N:11]([C:12]2[CH:17]=[CH:16][CH:15]=[CH:14][CH:13]=2)[C:10](=[O:18])[NH:9][C:8]=1[C:19]([O:21][CH3:22])=[O:20].F[B-](F)(F)F.C[O+](C)C.C(=O)([O-])O.[Na+].[C:37](#N)[CH3:38]. Given the product [CH2:37]([O:18][C:10]1[N:11]([C:12]2[CH:17]=[CH:16][CH:15]=[CH:14][CH:13]=2)[C:7]([CH2:6][CH2:5][CH2:4][CH2:3][O:2][CH3:1])=[C:8]([C:19]([O:21][CH3:22])=[O:20])[N:9]=1)[CH3:38], predict the reactants needed to synthesize it. (4) Given the product [NH:20]1[C:21]2[C:17](=[CH:16][CH:15]=[C:14]([CH:7]([C:8]3[CH:13]=[CH:12][CH:11]=[CH:10][CH:9]=3)[CH2:6][CH2:5][NH:4][CH3:3])[CH:22]=2)[CH:18]=[CH:19]1, predict the reactants needed to synthesize it. The reactants are: CO[C:3](=O)[NH:4][CH2:5][CH2:6][CH:7]([C:14]1[CH:22]=[C:21]2[C:17]([CH:18]=[CH:19][NH:20]2)=[CH:16][CH:15]=1)[C:8]1[CH:13]=[CH:12][CH:11]=[CH:10][CH:9]=1.N1C2C(=CC(C(C3C=CC=CC=3)CCNC)=CC=2)C=C1. (5) Given the product [CH2:46]([CH:48]1[CH2:52][C:51](=[O:53])[CH2:50][CH:49]1[C:54]([O:56][CH2:57][CH3:58])=[O:55])[CH3:47], predict the reactants needed to synthesize it. The reactants are: CCOC(C1CC(C(OCC)=O)=C(C)NC=1C)=O.C([C@H]1N[C@@H](C2OC(C)=CC=2)N(C)C1=O)C1C=CC=CC=1.ClC(Cl)(Cl)C(O)=O.[CH2:46]([C:48]1[CH:49]([C:54]([O:56][CH2:57][CH3:58])=[O:55])[CH2:50][C:51](=[O:53])[CH:52]=1)[CH3:47].